From a dataset of Catalyst prediction with 721,799 reactions and 888 catalyst types from USPTO. Predict which catalyst facilitates the given reaction. (1) Reactant: [F:1][CH2:2][S:3]([C:5]1[CH:10]=[CH:9][C:8]([CH3:11])=[CH:7][CH:6]=1)=O.[CH3:12][C:13]1[CH:18]=[CH:17][C:16]([CH3:19])=[C:15]([CH3:20])[C:14]=1[CH3:21].[F:22][C:23]([F:36])([F:35])[S:24]([O:27]S(C(F)(F)F)(=O)=O)(=[O:26])=[O:25]. Product: [O-:27][S:24]([C:23]([F:36])([F:35])[F:22])(=[O:26])=[O:25].[F:1][CH2:2][S+:3]([C:18]1[CH:17]=[C:16]([CH3:19])[C:15]([CH3:20])=[C:14]([CH3:21])[C:13]=1[CH3:12])[C:5]1[CH:10]=[CH:9][C:8]([CH3:11])=[CH:7][CH:6]=1. The catalyst class is: 27. (2) Reactant: Cl[C:2]1[N:7]=[C:6]([NH:8][C:9]2[CH:14]=[CH:13][C:12]([F:15])=[C:11]([Cl:16])[CH:10]=2)[CH:5]=[CH:4][N:3]=1.[NH2:17][C:18]1[CH:19]=[CH:20][C:21]([C:24]([F:27])([F:26])[F:25])=[N:22][CH:23]=1.CCOC(C)=O. Product: [Cl:16][C:11]1[CH:10]=[C:9]([NH:8][C:6]2[CH:5]=[CH:4][N:3]=[C:2]([NH:17][C:18]3[CH:23]=[N:22][C:21]([C:24]([F:27])([F:25])[F:26])=[CH:20][CH:19]=3)[N:7]=2)[CH:14]=[CH:13][C:12]=1[F:15]. The catalyst class is: 41.